From a dataset of Full USPTO retrosynthesis dataset with 1.9M reactions from patents (1976-2016). Predict the reactants needed to synthesize the given product. (1) Given the product [Br:1][C:2]1[CH:9]=[C:8]([C:10]([F:13])([F:12])[F:11])[CH:7]=[C:6]([Cl:14])[C:3]=1[CH2:4][NH:29][C:26]1[CH:25]=[CH:24][C:23]([C:17]2[CH:18]=[CH:19][C:20]([Cl:22])=[CH:21][C:16]=2[Cl:15])=[CH:28][CH:27]=1, predict the reactants needed to synthesize it. The reactants are: [Br:1][C:2]1[CH:9]=[C:8]([C:10]([F:13])([F:12])[F:11])[CH:7]=[C:6]([Cl:14])[C:3]=1[CH:4]=O.[Cl:15][C:16]1[CH:21]=[C:20]([Cl:22])[CH:19]=[CH:18][C:17]=1[C:23]1[CH:28]=[CH:27][C:26]([NH2:29])=[CH:25][CH:24]=1.[BH-](OC(C)=O)(OC(C)=O)OC(C)=O.[Na+].C([O-])([O-])=O.[K+].[K+]. (2) The reactants are: [Br:1][C:2]1[C:3]([C:17]([O:19]CC)=O)=[N:4][O:5][C:6]=1[C:7]1[CH:12]=[CH:11][C:10]([C:13]([F:16])([F:15])[F:14])=[CH:9][CH:8]=1.[CH:22]1([NH2:27])[CH2:26][CH2:25][CH2:24][CH2:23]1. Given the product [Br:1][C:2]1[C:3]([C:17]([NH:27][CH:22]2[CH2:26][CH2:25][CH2:24][CH2:23]2)=[O:19])=[N:4][O:5][C:6]=1[C:7]1[CH:8]=[CH:9][C:10]([C:13]([F:14])([F:15])[F:16])=[CH:11][CH:12]=1, predict the reactants needed to synthesize it. (3) Given the product [ClH:32].[NH2:3][CH2:12][CH2:13][C:14]1([CH3:31])[C:22]2[C:17](=[CH:18][CH:19]=[CH:20][CH:21]=2)[NH:16][C:15]1=[O:30], predict the reactants needed to synthesize it. The reactants are: O=C1C2C(=CC=CC=2)C(=O)[N:3]1[CH2:12][CH2:13][C:14]1([CH3:31])[C:22]2[C:17](=[CH:18][CH:19]=[CH:20][CH:21]=2)[N:16](C(OC(C)(C)C)=O)[C:15]1=[O:30].[ClH:32]. (4) Given the product [NH2:29][C:3]1[C:2]([F:1])=[C:7]([CH2:8][N:9]2[CH:13]=[CH:12][C:11]([NH:14][C:15]3[S:16][C:17]([C:20]([C:22]4[S:23][CH:24]=[C:25]([CH3:27])[N:26]=4)([OH:28])[CH3:21])=[N:18][N:19]=3)=[N:10]2)[CH:6]=[CH:5][CH:4]=1, predict the reactants needed to synthesize it. The reactants are: [F:1][C:2]1[C:7]([CH2:8][N:9]2[CH:13]=[CH:12][C:11]([NH:14][C:15]3[S:16][C:17]([C:20]([OH:28])([C:22]4[S:23][CH:24]=[C:25]([CH3:27])[N:26]=4)[CH3:21])=[N:18][N:19]=3)=[N:10]2)=[CH:6][CH:5]=[CH:4][C:3]=1[NH:29]C(=O)OCC.[F-].C([N+](CCCC)(CCCC)CCCC)CCC. (5) Given the product [CH2:18]([O:13][C:12](=[O:15])[C:10]1[CH:2]=[CH:3][C:4]([CH3:5])=[C:8]([O:29][CH2:26][C:2]2[CH:3]=[CH:4][CH:8]=[CH:9][CH:10]=2)[CH:9]=1)[C:19]1[CH:24]=[CH:23][CH:22]=[CH:21][CH:20]=1, predict the reactants needed to synthesize it. The reactants are: O[C:2]1[CH:3]=[C:4]([CH:8]=[CH:9][C:10]=1C)[C:5](O)=O.[C:12](=[O:15])([O-])[O-:13].[Cs+].[Cs+].[CH2:18](Br)[C:19]1[CH:24]=[CH:23][CH:22]=[CH:21][CH:20]=1.[C:26](=[O:29])(O)[O-].[Na+].